Dataset: Catalyst prediction with 721,799 reactions and 888 catalyst types from USPTO. Task: Predict which catalyst facilitates the given reaction. Reactant: [CH3:1][O:2][C:3]1[CH:8]=[CH:7][N:6]=[C:5]([NH:9]C(=O)OC(C)(C)C)[C:4]=1[CH3:17].FC(F)(F)C(O)=O.C(=O)(O)[O-].[Na+]. Product: [CH3:1][O:2][C:3]1[CH:8]=[CH:7][N:6]=[C:5]([NH2:9])[C:4]=1[CH3:17]. The catalyst class is: 2.